This data is from Retrosynthesis with 50K atom-mapped reactions and 10 reaction types from USPTO. The task is: Predict the reactants needed to synthesize the given product. (1) Given the product Cc1ncn(-c2cccc(Nc3ncnc4c(-c5cccs5)cccc34)c2)n1, predict the reactants needed to synthesize it. The reactants are: Cc1ncn(-c2cccc(N)c2)n1.Clc1ncnc2c(-c3cccs3)cccc12. (2) Given the product O=S(=O)(c1ccccc1)N1CCCC1c1ccc(C(F)(F)F)cc1, predict the reactants needed to synthesize it. The reactants are: FC(F)(F)c1ccc(C2CCCN2)cc1.O=S(=O)(Cl)c1ccccc1. (3) Given the product O=C(NCc1ccc(F)cc1)N1CCC[C@H]1C(=O)N1CCC[C@H]1C(O)COc1ccc(F)cc1, predict the reactants needed to synthesize it. The reactants are: CC(C)(C)OC(=O)N1CCC[C@H]1C(=O)N1CCC[C@H]1C(O)COc1ccc(F)cc1.NCc1ccc(F)cc1.